Dataset: Catalyst prediction with 721,799 reactions and 888 catalyst types from USPTO. Task: Predict which catalyst facilitates the given reaction. (1) Reactant: [NH2:1][C:2]1[C:10]([CH3:11])=[CH:9][CH:8]=[CH:7][C:3]=1[C:4](O)=[O:5].[NH2:12][C:13](N)=[O:14]. Product: [CH3:11][C:10]1[CH:9]=[CH:8][CH:7]=[C:3]2[C:2]=1[NH:1][C:13](=[O:14])[NH:12][C:4]2=[O:5]. The catalyst class is: 6. (2) Reactant: Br[CH:2]1[CH:7]([Br:8])[C:6]2[CH:9]=[C:10]([C:13]([F:16])([F:15])[F:14])[CH:11]=[CH:12][C:5]=2[O:4][C:3]1([CH2:19][F:20])[CH2:17][F:18].[OH-].[Na+].Cl. Product: [Br:8][C:7]1[C:6]2[CH:9]=[C:10]([C:13]([F:16])([F:15])[F:14])[CH:11]=[CH:12][C:5]=2[O:4][C:3]([CH2:17][F:18])([CH2:19][F:20])[CH:2]=1. The catalyst class is: 12.